Dataset: Catalyst prediction with 721,799 reactions and 888 catalyst types from USPTO. Task: Predict which catalyst facilitates the given reaction. Reactant: ClCCl.[F:4][C:5]([F:22])([F:21])[S:6]([O:9][CH:10]1[CH2:14][CH2:13][O:12][CH:11]1[C:15]1[CH:20]=[CH:19][CH:18]=[CH:17][CH:16]=1)(=[O:8])=[O:7].[NH3:23]. Product: [F:4][C:5]([F:22])([F:21])[S:6]([O-:9])(=[O:8])=[O:7].[C:15]1([C@H:11]2[C@@H:10]([NH3+:23])[CH2:14][CH2:13][O:12]2)[CH:20]=[CH:19][CH:18]=[CH:17][CH:16]=1. The catalyst class is: 5.